This data is from Reaction yield outcomes from USPTO patents with 853,638 reactions. The task is: Predict the reaction yield, written as a fraction of the theoretical maximum amount of product (1.0 means a 100% yield; for example, 0.34 means a 34% yield). The reactants are [F:1][C:2]1[CH:7]=[CH:6][C:5]([F:8])=[CH:4][C:3]=1[CH:9]([S:20]([C:23]1[CH:28]=[C:27]([F:29])[CH:26]=[C:25]([F:30])[CH:24]=1)(=[O:22])=[O:21])[C:10]1[C:11]([CH3:19])=[CH:12][C:13]([C:16](O)=[O:17])=[N:14][CH:15]=1.[NH2:31][CH2:32][CH2:33][OH:34].ON1C2C=CC=CC=2N=N1.CN1CCOCC1.Cl.C(N=C=NCCCN(C)C)C. The catalyst is C(Cl)Cl. The product is [F:1][C:2]1[CH:7]=[CH:6][C:5]([F:8])=[CH:4][C:3]=1[CH:9]([S:20]([C:23]1[CH:28]=[C:27]([F:29])[CH:26]=[C:25]([F:30])[CH:24]=1)(=[O:21])=[O:22])[C:10]1[C:11]([CH3:19])=[CH:12][C:13]([C:16]([NH:31][CH2:32][CH2:33][OH:34])=[O:17])=[N:14][CH:15]=1. The yield is 0.310.